Dataset: Forward reaction prediction with 1.9M reactions from USPTO patents (1976-2016). Task: Predict the product of the given reaction. (1) Given the reactants [CH3:1][C:2]1[N:3]([C:11]2[CH:16]=[CH:15][C:14]([O:17][CH2:18]CCN3CCCC3)=[CH:13][CH:12]=2)[C:4]2[C:9]([CH:10]=1)=[CH:8][CH:7]=[CH:6][CH:5]=2.ClCCCOC1C=CC(N2C3C(=CC=CC=3)C=C2C)=CC=1.N1CCCC1.C(=O)([O-])[O-].[K+].[K+].[I-].[K+], predict the reaction product. The product is: [CH3:18][O:17][C:14]1[CH:13]=[CH:12][C:11]([N:3]2[C:4]3[C:9](=[CH:8][CH:7]=[CH:6][CH:5]=3)[CH:10]=[C:2]2[CH3:1])=[CH:16][CH:15]=1. (2) Given the reactants Br[C:2]1[CH:7]=[CH:6][C:5]([O:8][C:9]2[CH:10]=[C:11]3[C:15](=[CH:16][CH:17]=2)[CH2:14][CH:13]([N:18]2[CH2:22][CH2:21][CH2:20][CH2:19]2)[CH2:12]3)=[CH:4][CH:3]=1.[NH:23]1[CH2:27][CH2:26][CH2:25][C:24]1=[O:28].CNCCNC.C(=O)([O-])[O-].[K+].[K+], predict the reaction product. The product is: [N:18]1([CH:13]2[CH2:12][C:11]3[C:15](=[CH:16][CH:17]=[C:9]([O:8][C:5]4[CH:6]=[CH:7][C:2]([N:23]5[CH2:27][CH2:26][CH2:25][C:24]5=[O:28])=[CH:3][CH:4]=4)[CH:10]=3)[CH2:14]2)[CH2:22][CH2:21][CH2:20][CH2:19]1. (3) Given the reactants [Br:1][C:2]1[CH:7]=[CH:6][C:5]([CH2:8][C:9]#[N:10])=[CH:4][CH:3]=1.[OH-].[Na+].Br[CH2:14][CH2:15]Cl, predict the reaction product. The product is: [Br:1][C:2]1[CH:7]=[CH:6][C:5]([C:8]2([C:9]#[N:10])[CH2:15][CH2:14]2)=[CH:4][CH:3]=1. (4) The product is: [Br:1][C:2]1[CH:3]=[C:4]2[C:17](=[CH:18][CH:19]=1)[O:16][C:15]([CH3:21])([CH3:20])[C:11]1([CH2:12][O:13][CH2:14]1)[C@@:5]12[CH2:9][O:8][C:7]([N:10]([C:22]([O:24][C:25]([CH3:28])([CH3:27])[CH3:26])=[O:23])[C:22]([O:24][C:25]([CH3:28])([CH3:27])[CH3:26])=[O:23])=[N:6]1. Given the reactants [Br:1][C:2]1[CH:3]=[C:4]2[C:17](=[CH:18][CH:19]=1)[O:16][C:15]([CH3:21])([CH3:20])[C:11]1([CH2:14][O:13][CH2:12]1)[C@@:5]12[CH2:9][O:8][C:7]([NH2:10])=[N:6]1.[C:22](O[C:22]([O:24][C:25]([CH3:28])([CH3:27])[CH3:26])=[O:23])([O:24][C:25]([CH3:28])([CH3:27])[CH3:26])=[O:23], predict the reaction product. (5) The product is: [CH2:5]([C:7]1[CH:12]=[C:11]([C:13]2[CH:14]=[CH:15][CH:16]=[CH:17][CH:18]=2)[C:10]([OH:19])=[CH:9][CH:8]=1)[CH3:6]. Given the reactants B(Br)(Br)Br.[CH2:5]([C:7]1[CH:8]=[CH:9][C:10]([O:19]C)=[C:11]([C:13]2[CH:18]=[CH:17][CH:16]=[CH:15][CH:14]=2)[CH:12]=1)[CH3:6].O, predict the reaction product. (6) Given the reactants [CH3:1][CH:2]1[CH2:7][CH2:6][CH2:5][CH2:4][CH:3]1[NH:8][C:9]1[C:10]2[N:11]([CH:18]=[CH:19][CH:20]=2)[N:12]=[CH:13][C:14]=1[C:15]([OH:17])=O.[NH2:21][NH:22][C:23]([NH2:25])=[S:24].C1C=CC2N(O)N=NC=2C=1.Cl.CN(C)CCCN=C=NCC, predict the reaction product. The product is: [CH3:1][CH:2]1[CH2:7][CH2:6][CH2:5][CH2:4][CH:3]1[NH:8][C:9]1[C:10]2[N:11]([CH:18]=[CH:19][CH:20]=2)[N:12]=[CH:13][C:14]=1[C:15]([NH:21][NH:22][C:23](=[S:24])[NH2:25])=[O:17]. (7) The product is: [CH2:35]([O:34][C:32](=[O:33])[C@H:24]([CH2:25][CH2:26][C:27]([O:29][CH2:30][CH3:31])=[O:28])[NH:23][C:17](=[O:19])[C:16]1[CH:20]=[CH:21][C:13]([CH2:12][CH2:11][C:10]2[C:5]3[C:4](=[O:22])[N:3]=[C:2]([NH2:1])[NH:7][C:6]=3[NH:8][CH:9]=2)=[CH:14][CH:15]=1)[CH3:36]. Given the reactants [NH2:1][C:2]1[NH:7][C:6]2[NH:8][CH:9]=[C:10]([CH2:11][CH2:12][C:13]3[CH:21]=[CH:20][C:16]([C:17]([OH:19])=O)=[CH:15][CH:14]=3)[C:5]=2[C:4](=[O:22])[N:3]=1.[NH2:23][C@H:24]([C:32]([O:34][CH2:35][CH3:36])=[O:33])[CH2:25][CH2:26][C:27]([O:29][CH2:30][CH3:31])=[O:28], predict the reaction product.